The task is: Predict the reactants needed to synthesize the given product.. This data is from Full USPTO retrosynthesis dataset with 1.9M reactions from patents (1976-2016). (1) Given the product [C:1]([O:5][C:6]([N:8]1[CH2:9][CH2:10][CH:11]([NH:14][S:15]([C:18]2[C:27]3[C:22](=[CH:23][CH:24]=[CH:25][CH:26]=3)[C:21]([C:28](=[O:30])[NH:44][CH:48]3[CH2:49][CH2:50][CH2:51][CH2:52][CH2:47]3)=[CH:20][CH:19]=2)(=[O:16])=[O:17])[CH2:12][CH2:13]1)=[O:7])([CH3:2])([CH3:3])[CH3:4], predict the reactants needed to synthesize it. The reactants are: [C:1]([O:5][C:6]([N:8]1[CH2:13][CH2:12][CH:11]([NH:14][S:15]([C:18]2[C:27]3[C:22](=[CH:23][CH:24]=[CH:25][CH:26]=3)[C:21]([C:28]([OH:30])=O)=[CH:20][CH:19]=2)(=[O:17])=[O:16])[CH2:10][CH2:9]1)=[O:7])([CH3:4])([CH3:3])[CH3:2].Cl.CN(C)CCCN=C=NCC.O[N:44]1[C:48]2[CH:49]=[CH:50][CH:51]=[CH:52][C:47]=2N=N1.C(N(CC)CC)C.C1(N)CCCCC1. (2) Given the product [O:10]=[CH:11][CH2:12][NH:13][C:14]([C:16]1[S:17][C:18]([C:21]2[CH:26]=[CH:25][C:24]([Cl:27])=[CH:23][CH:22]=2)=[CH:19][CH:20]=1)=[O:15], predict the reactants needed to synthesize it. The reactants are: FC(F)(F)C(O)=O.C([O:10][CH:11](OCC)[CH2:12][NH:13][C:14]([C:16]1[S:17][C:18]([C:21]2[CH:26]=[CH:25][C:24]([Cl:27])=[CH:23][CH:22]=2)=[CH:19][CH:20]=1)=[O:15])C.